Dataset: Reaction yield outcomes from USPTO patents with 853,638 reactions. Task: Predict the reaction yield, written as a fraction of the theoretical maximum amount of product (1.0 means a 100% yield; for example, 0.34 means a 34% yield). (1) The reactants are [NH2:1][C:2]1[CH:3]=[C:4]([CH:8]=[CH:9][CH:10]=1)[C:5]([OH:7])=[O:6].[CH3:11][C:12]([O:15][C:16](O[C:16]([O:15][C:12]([CH3:14])([CH3:13])[CH3:11])=[O:17])=[O:17])([CH3:14])[CH3:13].CCN(CC)CC. The catalyst is C1COCC1.O. The product is [C:12]([O:15][C:16]([NH:1][C:2]1[CH:3]=[C:4]([CH:8]=[CH:9][CH:10]=1)[C:5]([OH:7])=[O:6])=[O:17])([CH3:14])([CH3:13])[CH3:11]. The yield is 0.960. (2) The reactants are [CH3:1][C:2]1[O:6][C:5]([C:7]2[CH:16]=[CH:15][C:10]([C:11]([O:13]C)=[O:12])=[CH:9][CH:8]=2)=[N:4][C:3]=1[CH2:17][S:18][C:19]1[CH:24]=[CH:23][C:22]([CH3:25])=[CH:21][CH:20]=1. The yield is 0.740. The catalyst is Cl.O. The product is [CH3:1][C:2]1[O:6][C:5]([C:7]2[CH:8]=[CH:9][C:10]([C:11]([OH:13])=[O:12])=[CH:15][CH:16]=2)=[N:4][C:3]=1[CH2:17][S:18][C:19]1[CH:20]=[CH:21][C:22]([CH3:25])=[CH:23][CH:24]=1.